Dataset: Forward reaction prediction with 1.9M reactions from USPTO patents (1976-2016). Task: Predict the product of the given reaction. (1) The product is: [F:13][C:14]1[CH:19]=[CH:18][C:17]([S:20]([NH:6][C@@H:5]([C:4]([O:3][CH3:2])=[O:12])[CH2:7][C:8]([O:10][CH3:11])=[O:9])(=[O:22])=[O:21])=[CH:16][CH:15]=1. Given the reactants Cl.[CH3:2][O:3][C:4](=[O:12])[C@@H:5]([CH2:7][C:8]([O:10][CH3:11])=[O:9])[NH2:6].[F:13][C:14]1[CH:19]=[CH:18][C:17]([S:20](Cl)(=[O:22])=[O:21])=[CH:16][CH:15]=1.C(N(CC)CC)C, predict the reaction product. (2) Given the reactants [CH2:1]([C:3]1[CH:8]=[CH:7][C:6]([CH:9](O)[C:10]2[CH:11]=[C:12]([CH:17]=[CH:18][CH:19]=2)[C:13]([O:15][CH3:16])=[O:14])=[CH:5][CH:4]=1)[CH3:2].Cl.C[OH:23], predict the reaction product. The product is: [CH2:1]([C:3]1[CH:8]=[CH:7][C:6]([CH2:9][C:10]2[CH:11]=[C:12]([CH:17]=[CH:18][C:19]=2[OH:23])[C:13]([O:15][CH3:16])=[O:14])=[CH:5][CH:4]=1)[CH3:2]. (3) Given the reactants C(N1C=CN=C1)([N:3]1C=CN=C1)=O.[Cl:13][C:14]1[CH:15]=[C:16]([N:21]2[CH:25]=[C:24]([C:26]([OH:28])=O)[N:23]=[CH:22]2)[CH:17]=[CH:18][C:19]=1[Cl:20].N.O, predict the reaction product. The product is: [Cl:13][C:14]1[CH:15]=[C:16]([N:21]2[CH:25]=[C:24]([C:26]([NH2:3])=[O:28])[N:23]=[CH:22]2)[CH:17]=[CH:18][C:19]=1[Cl:20]. (4) Given the reactants [F:1][C:2]1[CH:28]=[CH:27][C:5]([NH:6][C:7]2[CH:19]=[C:18]([C:20]3[CH:25]=[CH:24][CH:23]=[C:22]([F:26])[CH:21]=3)[CH:17]=[CH:16][C:8]=2[C:9]([O:11]C(C)(C)C)=[O:10])=[CH:4][CH:3]=1, predict the reaction product. The product is: [F:1][C:2]1[CH:28]=[CH:27][C:5]([NH:6][C:7]2[CH:19]=[C:18]([C:20]3[CH:25]=[CH:24][CH:23]=[C:22]([F:26])[CH:21]=3)[CH:17]=[CH:16][C:8]=2[C:9]([OH:11])=[O:10])=[CH:4][CH:3]=1. (5) Given the reactants [F:1][C:2]1[CH:9]=[C:8]([F:10])[CH:7]=[CH:6][C:3]=1[CH:4]=O.[C:11]([NH:14][NH2:15])([NH2:13])=[NH:12].[ClH:16], predict the reaction product. The product is: [ClH:16].[F:1][C:2]1[CH:9]=[C:8]([F:10])[CH:7]=[CH:6][C:3]=1[CH:4]=[N:15][NH:14][C:11]([NH2:13])=[NH:12]. (6) Given the reactants [Cl:1][C:2]1[C:7]([F:8])=[CH:6][CH:5]=[CH:4][C:3]=1[N:9]1[C:13]([OH:14])=[CH:12][C:11]([C:15]([O:17][CH2:18][CH3:19])=[O:16])=[N:10]1.C(N(CC)CC)C.C1C=CC(N([S:34]([C:37]([F:40])([F:39])[F:38])(=[O:36])=[O:35])[S:34]([C:37]([F:40])([F:39])[F:38])(=[O:36])=[O:35])=CC=1, predict the reaction product. The product is: [Cl:1][C:2]1[C:7]([F:8])=[CH:6][CH:5]=[CH:4][C:3]=1[N:9]1[C:13]([O:14][S:34]([C:37]([F:40])([F:39])[F:38])(=[O:36])=[O:35])=[CH:12][C:11]([C:15]([O:17][CH2:18][CH3:19])=[O:16])=[N:10]1. (7) Given the reactants Cl.[NH2:2][C@@H:3]1[C@@H:7]([F:8])[CH2:6][C@@H:5]([NH:9][C:10]([C:12]2[C:16]3[N:17]=[CH:18][N:19]=[C:20]([C:21]4[CH:26]=[C:25]([CH:27]([F:29])[F:28])[CH:24]=[CH:23][C:22]=4[O:30][CH2:31][CH:32]4[CH2:34][CH2:33]4)[C:15]=3[NH:14][C:13]=2[CH3:35])=[O:11])[CH2:4]1.[C:36](Cl)(=[O:39])[CH2:37][CH3:38], predict the reaction product. The product is: [CH:32]1([CH2:31][O:30][C:22]2[CH:23]=[CH:24][C:25]([CH:27]([F:29])[F:28])=[CH:26][C:21]=2[C:20]2[C:15]3[NH:14][C:13]([CH3:35])=[C:12]([C:10]([NH:9][C@H:5]4[CH2:4][C@H:3]([NH:2][C:36](=[O:39])[CH2:37][CH3:38])[C@@H:7]([F:8])[CH2:6]4)=[O:11])[C:16]=3[N:17]=[CH:18][N:19]=2)[CH2:34][CH2:33]1. (8) Given the reactants [CH2:1]([O:19][CH2:20][C@H:21]([CH2:23][OH:24])[OH:22])[CH2:2][CH2:3][CH2:4][CH2:5][CH2:6][CH2:7][CH2:8][CH2:9][CH2:10][CH2:11][CH2:12][CH2:13][CH2:14][CH2:15][CH2:16][CH2:17][CH3:18].[C:25]1([C:31]([C:39]2[CH:44]=[CH:43][CH:42]=[CH:41][CH:40]=2)([C:33]2[CH:38]=[CH:37][CH:36]=[CH:35][CH:34]=2)Cl)[CH:30]=[CH:29][CH:28]=[CH:27][CH:26]=1.C1COCC1.C(#N)C, predict the reaction product. The product is: [CH2:1]([O:19][CH2:20][C@H:21]([CH2:23][O:24][C:31]([C:25]1[CH:30]=[CH:29][CH:28]=[CH:27][CH:26]=1)([C:39]1[CH:40]=[CH:41][CH:42]=[CH:43][CH:44]=1)[C:33]1[CH:34]=[CH:35][CH:36]=[CH:37][CH:38]=1)[OH:22])[CH2:2][CH2:3][CH2:4][CH2:5][CH2:6][CH2:7][CH2:8][CH2:9][CH2:10][CH2:11][CH2:12][CH2:13][CH2:14][CH2:15][CH2:16][CH2:17][CH3:18]. (9) Given the reactants [F:1][C:2]1[CH:10]=[CH:9][C:8]2[N:7]([C:11]3[CH:19]=[CH:18][C:14]([C:15]([OH:17])=O)=[CH:13][CH:12]=3)[C:6]3[CH:20]=[N:21][N:22]([CH:23]4[CH2:28][CH2:27][CH2:26][CH2:25][O:24]4)[C:5]=3[C:4]=2[CH:3]=1.[NH2:29][CH2:30][CH2:31][OH:32].CN(C(ON1N=NC2C=CC=NC1=2)=[N+](C)C)C.F[P-](F)(F)(F)(F)F.CCN(C(C)C)C(C)C, predict the reaction product. The product is: [F:1][C:2]1[CH:10]=[CH:9][C:8]2[N:7]([C:11]3[CH:19]=[CH:18][C:14]([C:15]([NH:29][CH2:30][CH2:31][OH:32])=[O:17])=[CH:13][CH:12]=3)[C:6]3[CH:20]=[N:21][N:22]([CH:23]4[CH2:28][CH2:27][CH2:26][CH2:25][O:24]4)[C:5]=3[C:4]=2[CH:3]=1. (10) The product is: [OH:18][C:16]1[CH:15]=[C:10]([CH:9]=[C:8]([O:7][C@@H:4]2[CH2:5][CH2:6][N:2]([CH3:1])[C:3]2=[O:26])[CH:17]=1)[C:11]([O:13][CH3:14])=[O:12]. Given the reactants [CH3:1][N:2]1[CH2:6][CH2:5][C@@H:4]([O:7][C:8]2[CH:9]=[C:10]([CH:15]=[C:16]([O:18]CC3C=CC=CC=3)[CH:17]=2)[C:11]([O:13][CH3:14])=[O:12])[C:3]1=[O:26], predict the reaction product.